From a dataset of Reaction yield outcomes from USPTO patents with 853,638 reactions. Predict the reaction yield, written as a fraction of the theoretical maximum amount of product (1.0 means a 100% yield; for example, 0.34 means a 34% yield). (1) The reactants are Cl.[CH:2]([NH2:5])([CH3:4])[CH3:3].[Cl:6][C:7]1[CH:8]=[C:9]([CH:13]=[CH:14][C:15]=1[F:16])[C:10](O)=[O:11]. No catalyst specified. The product is [Cl:6][C:7]1[CH:8]=[C:9]([CH:13]=[CH:14][C:15]=1[F:16])[C:10]([NH:5][CH:2]([CH3:4])[CH3:3])=[O:11]. The yield is 0.810. (2) The reactants are [CH3:1][O:2][C:3]([C:5]1[S:6][C:7]2[CH:8]([NH:20][C:21](=[O:23])[CH3:22])[CH2:9][O:10][C:11]3[CH:18]=[CH:17][C:16](Br)=[CH:15][C:12]=3[C:13]=2[N:14]=1)=[O:4].C1C=CC(P(C2C=CC=CC=2)C2C=CC=CC=2)=CC=1.[CH3:43][C:44]([OH:48])([C:46]#[CH:47])[CH3:45]. The catalyst is CN(C=O)C.CC([O-])=O.CC([O-])=O.[Pd+2].[Cu]I. The product is [CH3:1][O:2][C:3]([C:5]1[S:6][C:7]2[CH:8]([NH:20][C:21](=[O:23])[CH3:22])[CH2:9][O:10][C:11]3[CH:18]=[CH:17][C:16]([C:47]#[C:46][C:44]([OH:48])([CH3:45])[CH3:43])=[CH:15][C:12]=3[C:13]=2[N:14]=1)=[O:4]. The yield is 0.450. (3) The reactants are [CH2:1]1[CH2:6][CH2:5][C:4]([CH2:11][NH2:12])([CH2:7][C:8]([OH:10])=[O:9])[CH2:3][CH2:2]1.Cl[Si](C)(C)C.C(N(CC)CC)C.Cl[C:26]([O:28][CH:29]1[CH2:34][CH2:33][CH2:32][CH2:31][C:30]1(OC)[O:35]C)=[O:27]. The catalyst is ClCCl. The product is [C:30]1(=[O:35])[CH2:31][CH2:32][CH2:33][CH2:34][CH:29]1[O:28][C:26]([NH:12][CH2:11][C:4]1([CH2:7][C:8]([OH:10])=[O:9])[CH2:3][CH2:2][CH2:1][CH2:6][CH2:5]1)=[O:27]. The yield is 0.550. (4) The reactants are ClC1C=C2C(=CC=1)N(CC(O)=O)C(C)=C2C1C2C(=CC=CC=2)C(=O)N(CC2C=CC(Cl)=CC=2)N=1.[F:35][C:36]1[CH:37]=[C:38]2[C:42](=[CH:43][CH:44]=1)[NH:41][C:40]([CH3:45])=[CH:39]2.[Cl:46][C:47]1[N:48]=[N:49][C:50](Cl)=[CH:51][CH:52]=1.[Cl-].[Al+3].[Cl-].[Cl-]. No catalyst specified. The product is [Cl:46][C:47]1[N:48]=[N:49][C:50]([C:39]2[C:38]3[C:42](=[CH:43][CH:44]=[C:36]([F:35])[CH:37]=3)[NH:41][C:40]=2[CH3:45])=[CH:51][CH:52]=1. The yield is 0.620. (5) The reactants are [I:1][C:2]1[CH:10]=[CH:9][C:8]([N+:11]([O-:13])=[O:12])=[CH:7][C:3]=1[C:4]([OH:6])=O.S(Cl)(Cl)=O.[CH3:18][N:19]([CH3:23])[CH2:20][CH2:21]N.[OH-].[Na+].ClCCl.C[N:30](C=O)C. The catalyst is ClCCl.O.C(N(CC)CC)C. The product is [CH3:18][N:19]([CH2:20][CH2:21][C:10]1[C:2]([I:1])=[C:3]([CH:7]=[C:8]([N+:11]([O-:13])=[O:12])[CH:9]=1)[C:4]([NH2:30])=[O:6])[CH3:23]. The yield is 0.700. (6) The reactants are CN(C)C(=O)C.Br[C:8]1[C:9]([NH:15][C:16]2[C:25]3[C:20](=[CH:21][CH:22]=[CH:23][CH:24]=3)[CH:19]=[CH:18][CH:17]=2)=[N:10][CH:11]=[C:12]([CH3:14])[CH:13]=1.C1CCN2C(=NCCC2)CC1. The catalyst is C([O-])(=O)C.[Pd+2].C([O-])(=O)C.C1(P(C2CCCCC2)C2C=CC=CC=2C2C=CC=CC=2)CCCCC1.O. The product is [CH3:14][C:12]1[CH:11]=[N:10][C:9]2[NH:15][C:16]3[C:25]4[CH:24]=[CH:23][CH:22]=[CH:21][C:20]=4[CH:19]=[CH:18][C:17]=3[C:8]=2[CH:13]=1. The yield is 0.868. (7) The reactants are [CH3:1][C:2]1[C:7]([C:8]2[C:12]([C:13](OC)=[O:14])=[C:11]([CH:17]([CH3:19])[CH3:18])[CH2:10][CH:9]=2)=[C:6]([CH3:20])[CH:5]=[CH:4][N:3]=1.[H-].C([Al+]C(C)C)(C)C.C1(C)C=CC=CC=1.[C@H](O)(C([O-])=O)[C@@H](O)C([O-])=O.[Na+].[K+]. The catalyst is C1COCC1. The product is [CH3:1][C:2]1[C:7]([C:8]2[C:12]([CH2:13][OH:14])=[C:11]([CH:17]([CH3:18])[CH3:19])[CH2:10][CH:9]=2)=[C:6]([CH3:20])[CH:5]=[CH:4][N:3]=1. The yield is 0.640. (8) The yield is 0.750. The catalyst is C(Cl)Cl. The reactants are [CH3:1][O:2][C:3]1[CH:4]=[C:5]2[C:10](=[CH:11][CH:12]=1)[N:9]=[CH:8][NH:7][C:6]2=O.[Cl:14]CCCl.P(Cl)(Cl)(Cl)(Cl)Cl. The product is [Cl:14][C:6]1[C:5]2[C:10](=[CH:11][CH:12]=[C:3]([O:2][CH3:1])[CH:4]=2)[N:9]=[CH:8][N:7]=1.